From a dataset of Catalyst prediction with 721,799 reactions and 888 catalyst types from USPTO. Predict which catalyst facilitates the given reaction. (1) Reactant: [CH3:1][O:2][C:3](=[O:33])[NH:4][CH:5]([C:9]([N:11]1[CH2:15][CH2:14][CH2:13][CH:12]1[C:16]1[NH:17][C:18]([C:21]2[CH:26]=[CH:25][C:24]([C:27]#[C:28][Si](C)(C)C)=[CH:23][CH:22]=2)=[CH:19][N:20]=1)=[O:10])[CH:6]([CH3:8])[CH3:7].C([O-])([O-])=O.[K+].[K+]. Product: [CH3:1][O:2][C:3](=[O:33])[NH:4][CH:5]([C:9]([N:11]1[CH2:15][CH2:14][CH2:13][CH:12]1[C:16]1[NH:17][C:18]([C:21]2[CH:26]=[CH:25][C:24]([C:27]#[CH:28])=[CH:23][CH:22]=2)=[CH:19][N:20]=1)=[O:10])[CH:6]([CH3:8])[CH3:7]. The catalyst class is: 5. (2) Reactant: FC(F)(F)[C:3]1[N:4]=[C:5]2[CH2:10][NH:9][CH2:8][CH2:7][N:6]2[CH:11]=1.[CH3:14][C:15]([CH3:36])([O:17][C:18]([NH:20][C@H:21]([CH2:26][C:27]1[CH:32]=[C:31]([F:33])[C:30]([F:34])=[CH:29][C:28]=1[F:35])[CH2:22][C:23](O)=[O:24])=[O:19])[CH3:16].C1C=CC2N(O)N=NC=2C=1.C(Cl)CCl. Product: [CH3:16][C:15]([CH3:36])([O:17][C:18]([NH:20][C@H:21]([CH2:26][C:27]1[CH:32]=[C:31]([F:33])[C:30]([F:34])=[CH:29][C:28]=1[F:35])[CH2:22][C:23]([N:9]1[CH2:8][CH2:7][N:6]2[CH:11]=[CH:3][N:4]=[C:5]2[CH2:10]1)=[O:24])=[O:19])[CH3:14]. The catalyst class is: 4. (3) Reactant: [C:1]([C:5]1[N:10]=[C:9]([N:11]2[CH2:16][CH2:15][NH:14][CH2:13][CH2:12]2)[CH:8]=[C:7]([CH:17]2[CH2:20][CH2:19][CH2:18]2)[N:6]=1)([CH3:4])([CH3:3])[CH3:2].Br[CH2:22][CH2:23][CH2:24][Cl:25].C(N(CC)CC)C. Product: [C:1]([C:5]1[N:10]=[C:9]([N:11]2[CH2:12][CH2:13][N:14]([CH2:22][CH2:23][CH2:24][Cl:25])[CH2:15][CH2:16]2)[CH:8]=[C:7]([CH:17]2[CH2:20][CH2:19][CH2:18]2)[N:6]=1)([CH3:4])([CH3:2])[CH3:3]. The catalyst class is: 9. (4) Reactant: CN1C(=O)CCC1.N1(O[C:18]2[N:23]=[C:22]([NH:24][C:25]3[CH:30]=[CH:29][CH:28]=[C:27]([CH3:31])[CH:26]=3)[C:21]([C:32]([NH2:34])=[O:33])=[CH:20][N:19]=2)C2C=CC=CC=2N=N1.[Br:35][C:36]1[CH:37]=[C:38]([CH2:43][CH2:44][NH2:45])[CH:39]=[CH:40][C:41]=1[OH:42].C(N(C(C)C)CC)(C)C. Product: [Br:35][C:36]1[CH:37]=[C:38]([CH2:43][CH2:44][NH:45][C:18]2[N:23]=[C:22]([NH:24][C:25]3[CH:30]=[CH:29][CH:28]=[C:27]([CH3:31])[CH:26]=3)[C:21]([C:32]([NH2:34])=[O:33])=[CH:20][N:19]=2)[CH:39]=[CH:40][C:41]=1[OH:42]. The catalyst class is: 6.